This data is from Experimentally validated miRNA-target interactions with 360,000+ pairs, plus equal number of negative samples. The task is: Binary Classification. Given a miRNA mature sequence and a target amino acid sequence, predict their likelihood of interaction. (1) The miRNA is hsa-miR-376b-3p with sequence AUCAUAGAGGAAAAUCCAUGUU. The protein sequence of the target gene is MMNKLYIGNLSPAVTADDLRQLFGDRKLPLAGQVLLKSGYAFVDYPDQNWAIRAIETLSGKVELHGKIMEVDYSVSKKLRSRKIQIRNIPPHLQWEVLDGLLAQYGTVENVEQVNTDTETAVVNVTYATREEAKIAMEKLSGHQFENYSFKISYIPDEEVSSPSPPQRAQRGDHSSREQGHAPGGTSQARQIDFPLRILVPTQFVGAIIGKEGLTIKNITKQTQSRVDIHRKENSGAAEKPVTIHATPEGTSEACRMILEIMQKEADETKLAEEIPLKILAHNGLVGRLIGKEGRNLKKI.... Result: 0 (no interaction). (2) Result: 1 (interaction). The protein sequence of the target gene is MNSHSYNGSVGRPLGSGPGALGRDPPDPEAGHPPQPPHSPGLQVVVAKSEPARPSPGSPRGQPQDQDDDEDDEEDEAGRQRASGKPSNVGHRLGHRRALFEKRKRLSDYALIFGMFGIVVMVTETELSWGVYTKESLYSFALKCLISLSTAILLGLVVLYHAREIQLFMVDNGADDWRIAMTCERVFLISLELAVCAIHPVPGHYRFTWTARLAFTYAPSVAEADVDVLLSIPMFLRLYLLGRVMLLHSKIFTDASSRSIGALNKITFNTRFVMKTLMTICPGTVLLVFSISSWIIAAWT.... The miRNA is hsa-miR-4436a with sequence GCAGGACAGGCAGAAGUGGAU. (3) The miRNA is hsa-miR-4724-5p with sequence AACUGAACCAGGAGUGAGCUUCG. Result: 0 (no interaction). The protein sequence of the target gene is MLASASRERPGYTAGVAAPDLLDPKSAAQNSKPRLSFSSKPTVLASRVESDSAINVMKWKTVSTIFLVVVLYLIIGATVFKALEQPQEISQRTTIVIQKQTFIAQHACVNSTELDELIQQIVAAINAGIIPLGNSSNQVSHWDLGSSFFFAGTVITTIGFGNISPRTEGGKIFCIIYALLGIPLFGFLLAGVGDQLGTIFGKGIAKVEDTFIKWNVSQTKIRIISTIIFILFGCVLFVALPAVIFKHIEGWSALDAIYFVVITLTTIGFGDYVAGGSDIEYLDFYKPVVWFWILVGLAYF.... (4) The miRNA is hsa-let-7g-5p with sequence UGAGGUAGUAGUUUGUACAGUU. The protein sequence of the target gene is MPPKFDPNEIKVVYLRCTGGEVGATSALAPKIGPLGLSPKKVGDDIAKATGDWKGLRITVKLTIQNRQAQIEVVPSASALIIKALKEPPRDRKKQKNIKHSGNITFDEIVNIARQMRHRSLARELSGTIKEILGTAQSVGCNVDGRHPHDIIDDINSGAVECPAS. Result: 1 (interaction). (5) The miRNA is hsa-miR-4670-5p with sequence AAGCGACCAUGAUGUAACUUCA. The protein sequence of the target gene is MGVLTFRDVAVEFSPEEWECLDSAQQRLYRDVMLENYGNLVSLGLAIFKPDLMTCLEQRKEPWKVKRQEAVAKHPAGSFHFTAEILPDHDIKDSFQKVILRKYGSCDLNNLHLKKDYQSVGNCKGQKSSYNGLHQCLSATHSKTCQCNKCGRGFQLCSIFTEHKDIFSREKCHKCEECGKDCRLFSDFTRHKKIHTVERCYKCEECGKAFKKFSNLTEHKRVHTGEKPYKCEGCGKTFTCSSTLVKHKRNHTGDRPYKCEECGKAFKCFSDLTNHKRIHTGEKPYKCEECNKAYRWFSDL.... Result: 0 (no interaction). (6) The miRNA is hsa-miR-758-3p with sequence UUUGUGACCUGGUCCACUAACC. The protein sequence of the target gene is MRENYETLVSVGTAELLPLSAFLSPSEPGRAVGGGSHADEGQEPAGCGDPQGGQPRHSLHLTALVQLVKEIPEFLFGEVKGAMDSPESESRGASLDGERASPEAAAAREPCPLRGLLSCLPDGPTSQPHLATTPTDSSCSSGPTGDGVQGSPLPIKTADKPWPTRKEGPGALGGEPSPPTHSPSRRKSHRGQERGTSEAGISPGNSPLQGLINCLKEILVPGPRHPETSPSFLPPLPSLGTSRLTRADLGPGSPPWAVKTEAVSGDCPLQGLLHCLKELPEAQDRHPSPSGVGNRRLQEN.... Result: 1 (interaction).